From a dataset of Catalyst prediction with 721,799 reactions and 888 catalyst types from USPTO. Predict which catalyst facilitates the given reaction. (1) Reactant: [CH2:1]([C:3]1[N:11]=[C:10]([C:12]([F:15])([F:14])[F:13])[N:9]=[C:8]2[C:4]=1[N:5]=[CH:6][N:7]2[C:16]1[CH:21]=[CH:20][CH:19]=[C:18]([C:22]([OH:24])=O)[CH:17]=1)[CH3:2].[CH3:25][S:26]([NH2:29])(=[O:28])=[O:27]. Product: [CH2:1]([C:3]1[N:11]=[C:10]([C:12]([F:14])([F:15])[F:13])[N:9]=[C:8]2[C:4]=1[N:5]=[CH:6][N:7]2[C:16]1[CH:21]=[CH:20][CH:19]=[C:18]([C:22]([NH:29][S:26]([CH3:25])(=[O:28])=[O:27])=[O:24])[CH:17]=1)[CH3:2]. The catalyst class is: 468. (2) Reactant: C1(COC(=O)[NH:10][C:11]2[NH:41][C:14]3=[N:15][CH:16]=[C:17]([C:19]4[CH:20]=[CH:21][C:22]5[O:28][CH2:27][CH2:26][N:25]([C:29]6[C:38]7[C:33](=[CH:34][CH:35]=[C:36]([CH3:39])[CH:37]=7)[N:32]=[CH:31][N:30]=6)[CH2:24][C:23]=5[CH:40]=4)[CH:18]=[C:13]3[N:12]=2)C=CC=CC=1.[H][H]. Product: [CH3:39][C:36]1[CH:37]=[C:38]2[C:33](=[CH:34][CH:35]=1)[N:32]=[CH:31][N:30]=[C:29]2[N:25]1[CH2:24][C:23]2[CH:40]=[C:19]([C:17]3[CH:18]=[C:13]4[N:12]=[C:11]([NH2:10])[NH:41][C:14]4=[N:15][CH:16]=3)[CH:20]=[CH:21][C:22]=2[O:28][CH2:27][CH2:26]1. The catalyst class is: 285. (3) Reactant: [Cl:1][C:2]1[CH:7]=[CH:6][C:5]([N:8]2[C:12]([CH:13]([CH3:15])[CH3:14])=[C:11]([C:16]([O:18]C)=[O:17])[CH:10]=[N:9]2)=[CH:4][CH:3]=1.O.[OH-].[Li+].O.Cl. Product: [Cl:1][C:2]1[CH:3]=[CH:4][C:5]([N:8]2[C:12]([CH:13]([CH3:15])[CH3:14])=[C:11]([C:16]([OH:18])=[O:17])[CH:10]=[N:9]2)=[CH:6][CH:7]=1. The catalyst class is: 92. (4) Reactant: [CH3:1][N:2]1[C:6]([C:7]2[CH:22]=[CH:21][C:10]3[CH2:11][CH2:12][N:13]([CH:16]([CH3:20])[CH2:17][CH2:18]O)[CH2:14][CH2:15][C:9]=3[CH:8]=2)=[CH:5][C:4]([CH3:23])=[N:3]1.S(Cl)([Cl:26])=O.C(=O)([O-])O.[Na+]. Product: [Cl:26][CH2:18][CH2:17][CH:16]([N:13]1[CH2:12][CH2:11][C:10]2[CH:21]=[CH:22][C:7]([C:6]3[N:2]([CH3:1])[N:3]=[C:4]([CH3:23])[CH:5]=3)=[CH:8][C:9]=2[CH2:15][CH2:14]1)[CH3:20]. The catalyst class is: 22. (5) Reactant: [CH3:1][O:2][CH:3]([C:13]1[CH:18]=[CH:17][CH:16]=[CH:15][CH:14]=1)[C:4]1[CH:12]=[CH:11][C:7]([C:8]([OH:10])=O)=[CH:6][CH:5]=1.ON1C2C=CC=CC=2N=N1.C(N(CC)CC)C.[NH2:36][CH2:37][C:38]1[C:39]([OH:46])=[N:40][C:41]([CH3:45])=[CH:42][C:43]=1[CH3:44]. Product: [OH:46][C:39]1[C:38]([CH2:37][NH:36][C:8](=[O:10])[C:7]2[CH:6]=[CH:5][C:4]([CH:3]([O:2][CH3:1])[C:13]3[CH:18]=[CH:17][CH:16]=[CH:15][CH:14]=3)=[CH:12][CH:11]=2)=[C:43]([CH3:44])[CH:42]=[C:41]([CH3:45])[N:40]=1. The catalyst class is: 4. (6) Product: [CH2:20]([C:16]1[C:17]([CH3:18])=[C:11]([C:10]([OH:9])=[O:13])[S:12][CH:15]=1)[CH:21]([CH3:23])[CH3:22]. Reactant: CC([O-])(C)C.[K+].C([O:9][C:10](=[O:13])[CH2:11][SH:12])C.Cl[CH:15]=[C:16]([CH2:20][CH:21]([CH3:23])[CH3:22])[C:17](=O)[CH3:18].CC[O-].[Na+]. The catalyst class is: 219. (7) Reactant: F[C:2]1[CH:7]=[CH:6][C:5]([N+:8]([O-:10])=[O:9])=[CH:4][CH:3]=1.[C:11]([NH:14][CH:15]1[CH2:19][CH2:18][NH:17][CH2:16]1)(=[O:13])[CH3:12].C(=O)([O-])[O-].[K+].[K+].O. Product: [N+:8]([C:5]1[CH:6]=[CH:7][C:2]([N:17]2[CH2:18][CH2:19][CH:15]([NH:14][C:11](=[O:13])[CH3:12])[CH2:16]2)=[CH:3][CH:4]=1)([O-:10])=[O:9]. The catalyst class is: 37. (8) Reactant: [F:1][C:2]1[CH:3]=[C:4]([OH:10])[CH:5]=[C:6]([O:8][CH3:9])[CH:7]=1.Cl[C:12]1[CH:13]=[CH:14][C:15]([N+:27]([O-:29])=[O:28])=[C:16]([CH2:18][NH:19][C:20](=[O:26])[O:21][C:22]([CH3:25])([CH3:24])[CH3:23])[CH:17]=1.[H-].[Na+]. Product: [C:22]([O:21][C:20](=[O:26])[NH:19][CH2:18][C:16]1[CH:17]=[C:12]([O:10][C:4]2[CH:5]=[C:6]([O:8][CH3:9])[CH:7]=[C:2]([F:1])[CH:3]=2)[CH:13]=[CH:14][C:15]=1[N+:27]([O-:29])=[O:28])([CH3:25])([CH3:23])[CH3:24]. The catalyst class is: 9. (9) Reactant: [OH:1][CH:2]1[CH2:7][CH2:6][N:5]([C:8]([O:10][C:11]([CH3:14])([CH3:13])[CH3:12])=[O:9])[CH2:4][CH2:3]1.C[O:16][C:17](=[O:25])[C:18]1[CH:23]=[C:22](O)[CH:21]=[N:20][CH:19]=1.C1(P(C2C=CC=CC=2)C2C=CC=CC=2)C=CC=CC=1.N(C(OCC)=O)=NC(OCC)=O.[OH-].[Na+]. Product: [C:11]([O:10][C:8]([N:5]1[CH2:4][CH2:3][CH:2]([O:1][C:22]2[CH:21]=[N:20][CH:19]=[C:18]([CH:23]=2)[C:17]([OH:25])=[O:16])[CH2:7][CH2:6]1)=[O:9])([CH3:14])([CH3:13])[CH3:12]. The catalyst class is: 1. (10) Reactant: [CH:1]([C:4]1[CH:9]=[CH:8][CH:7]=[CH:6][C:5]=1[OH:10])([CH3:3])[CH3:2].ClC(OC1C=CC([N+]([O-])=O)=CC=1)=O.CCN(CC)CC.[C:31]([O-:34])(O)=O.[Na+].C(=O)([O-])[O-].[CH:40]1[C:49]2[C:44](=[CH:45][CH:46]=[CH:47][CH:48]=2)[CH:43]=[CH:42][C:41]=1[CH2:50][CH2:51][NH2:52]. Product: [CH:40]1[C:49]2[C:44](=[CH:45][CH:46]=[CH:47][CH:48]=2)[CH:43]=[CH:42][C:41]=1[CH2:50][CH2:51][NH:52][C:31](=[O:34])[O:10][C:5]1[CH:6]=[CH:7][CH:8]=[CH:9][C:4]=1[CH:1]([CH3:3])[CH3:2]. The catalyst class is: 96.